From a dataset of Full USPTO retrosynthesis dataset with 1.9M reactions from patents (1976-2016). Predict the reactants needed to synthesize the given product. (1) Given the product [CH:29]1([C:33]2[CH:38]=[C:37]([F:39])[C:36]([CH2:40][O:41][CH3:42])=[CH:35][C:34]=2[CH2:43][NH:44][C:14]([NH:13][C:10]2[N:9]([C:23]3[CH:24]=[CH:25][CH:26]=[CH:27][CH:28]=3)[N:8]=[C:7]([C:5]3[CH:4]=[N:3][N:2]([CH3:1])[CH:6]=3)[C:11]=2[CH3:12])=[O:15])[CH2:30][CH2:31][CH2:32]1, predict the reactants needed to synthesize it. The reactants are: [CH3:1][N:2]1[CH:6]=[C:5]([C:7]2[C:11]([CH3:12])=[C:10]([NH:13][C:14](=O)[O:15]C3C=CC=CC=3)[N:9]([C:23]3[CH:28]=[CH:27][CH:26]=[CH:25][CH:24]=3)[N:8]=2)[CH:4]=[N:3]1.[CH:29]1([C:33]2[CH:38]=[C:37]([F:39])[C:36]([CH2:40][O:41][CH3:42])=[CH:35][C:34]=2[CH2:43][NH2:44])[CH2:32][CH2:31][CH2:30]1.C(N(C(C)C)C(C)C)C. (2) Given the product [NH2:13][C:6]1[CH:5]=[C:4]([O:16][CH2:17][CH2:18][O:19][CH3:20])[C:3]([O:2][CH3:1])=[CH:12][C:7]=1[C:8]([O:10][CH3:11])=[O:9], predict the reactants needed to synthesize it. The reactants are: [CH3:1][O:2][C:3]1[C:4]([O:16][CH2:17][CH2:18][O:19][CH3:20])=[CH:5][C:6]([N+:13]([O-])=O)=[C:7]([CH:12]=1)[C:8]([O:10][CH3:11])=[O:9].[Cl-].[NH4+].O. (3) Given the product [CH3:30][C:31]1[O:35][C:34](=[O:36])[O:33][C:32]=1[CH2:37][O:38][C:39](=[O:60])[C@H:40]([OH:59])[CH2:41][N:42]([CH2:44][C:45]1[CH:46]=[CH:47][C:48]([C:51]2[CH:56]=[C:55]([Cl:57])[CH:54]=[CH:53][C:52]=2[F:58])=[CH:49][CH:50]=1)[NH:43][C:27]([C:18]1[NH:17][C:16](=[O:15])[N:20]([C:21]2[CH:22]=[CH:23][CH:24]=[CH:25][CH:26]=2)[N:19]=1)=[O:29], predict the reactants needed to synthesize it. The reactants are: C(Cl)CCl.C1C=CC2N(O)N=NC=2C=1.[O:15]=[C:16]1[N:20]([C:21]2[CH:26]=[CH:25][CH:24]=[CH:23][CH:22]=2)[N:19]=[C:18]([C:27]([OH:29])=O)[NH:17]1.[CH3:30][C:31]1[O:35][C:34](=[O:36])[O:33][C:32]=1[CH2:37][O:38][C:39](=[O:60])[C@H:40]([OH:59])[CH2:41][N:42]([CH2:44][C:45]1[CH:50]=[CH:49][C:48]([C:51]2[CH:56]=[C:55]([Cl:57])[CH:54]=[CH:53][C:52]=2[F:58])=[CH:47][CH:46]=1)[NH2:43].CCN(C(C)C)C(C)C. (4) Given the product [N:26]12[CH2:31][CH2:30][CH:29]([CH2:28][CH2:27]1)[C@@:24]1([O:32][C:2]([NH:1][C:4]3[CH:11]=[CH:10][C:7]([C:8]#[N:9])=[C:6]([CH3:12])[N:5]=3)=[N:22][CH2:23]1)[CH2:25]2, predict the reactants needed to synthesize it. The reactants are: [N:1]([C:4]1[CH:11]=[CH:10][C:7]([C:8]#[N:9])=[C:6]([CH3:12])[N:5]=1)=[C:2]=S.C(N(CC)CC)C.Cl.Cl.[NH2:22][CH2:23][C:24]1([OH:32])[CH:29]2[CH2:30][CH2:31][N:26]([CH2:27][CH2:28]2)[CH2:25]1.C(N=C=NC(C)C)(C)C.